Dataset: Catalyst prediction with 721,799 reactions and 888 catalyst types from USPTO. Task: Predict which catalyst facilitates the given reaction. (1) Reactant: Br[C:2]1[CH:3]=[C:4]([C:7](=[O:9])[CH3:8])[S:5][CH:6]=1.[CH2:10]([Sn](CCCC)(CCCC)C=C)[CH2:11]CC. Product: [CH:10]([C:2]1[CH:3]=[C:4]([C:7](=[O:9])[CH3:8])[S:5][CH:6]=1)=[CH2:11]. The catalyst class is: 203. (2) Reactant: [C:1]([O:5][C:6](=[O:12])[NH:7][C@H:8]([CH3:11])[CH:9]=O)([CH3:4])([CH3:3])[CH3:2].C1(P(=[CH:32][C:33]#[N:34])(C2C=CC=CC=2)C2C=CC=CC=2)C=CC=CC=1. Product: [C:1]([O:5][C:6](=[O:12])[NH:7][C@H:8]([CH3:11])[CH:9]=[CH:32][C:33]#[N:34])([CH3:4])([CH3:3])[CH3:2]. The catalyst class is: 4. (3) Reactant: [O:1]1CCO[CH:2]1[CH2:6][N:7]1[C:16]2[C:11](=[CH:12][C:13]([O:17][CH3:18])=[CH:14][CH:15]=2)[CH:10]=[CH:9][C:8]1=[O:19].C(=O)([O-])O.[Na+]. Product: [CH3:18][O:17][C:13]1[CH:12]=[C:11]2[C:16](=[CH:15][CH:14]=1)[N:7]([CH2:6][CH:2]=[O:1])[C:8](=[O:19])[CH:9]=[CH:10]2. The catalyst class is: 55.